This data is from Forward reaction prediction with 1.9M reactions from USPTO patents (1976-2016). The task is: Predict the product of the given reaction. (1) Given the reactants ClC1C=CC2C3C(=CN=CC=3)C(C=C)OC=2C=1.OC[C@@H]([N:25]1[C:33](=[O:34])[C:32]2[C:27](=[CH:28][CH:29]=[CH:30][CH:31]=2)[C:26]1=[O:35])CC(C)C.C(P(C(C)(C)C)C1(C(C)C)CC(C(C)C)=CC(C(C)C)=C1C1C=CC=CC=1)(C)(C)C.C(=O)([O-])[O-].[Cs+].[Cs+], predict the reaction product. The product is: [C:26]1(=[O:35])[C:27]2[C:32](=[CH:31][CH:30]=[CH:29][CH:28]=2)[C:33](=[O:34])[NH:25]1. (2) Given the reactants CS(C)=O.C(Cl)(=O)C(Cl)=O.[CH3:11][O:12][C:13]1[CH:18]=[CH:17][C:16]([C:19]2[N:20]=[C:21]([CH2:24][CH2:25][CH2:26][CH2:27][CH2:28][CH2:29][CH2:30][OH:31])[S:22][CH:23]=2)=[CH:15][CH:14]=1.C(N(CC)CC)C, predict the reaction product. The product is: [CH3:11][O:12][C:13]1[CH:14]=[CH:15][C:16]([C:19]2[N:20]=[C:21]([CH2:24][CH2:25][CH2:26][CH2:27][CH2:28][CH2:29][CH:30]=[O:31])[S:22][CH:23]=2)=[CH:17][CH:18]=1. (3) Given the reactants [N+:1]([C:4]1[CH:12]=[C:11]([C:13]([OH:15])=[O:14])[C:7]2[O:8][CH2:9][CH2:10][C:6]=2[CH:5]=1)([O-])=O, predict the reaction product. The product is: [NH2:1][C:4]1[CH:12]=[C:11]([C:13]([OH:15])=[O:14])[C:7]2[O:8][CH2:9][CH2:10][C:6]=2[CH:5]=1.